Dataset: Full USPTO retrosynthesis dataset with 1.9M reactions from patents (1976-2016). Task: Predict the reactants needed to synthesize the given product. The reactants are: [Br:1][C:2]1[CH:7]=[CH:6][C:5]([SH:8])=[CH:4][CH:3]=1.CS(O[CH:14]1[CH2:19][C:18]([CH3:21])([CH3:20])[N:17]([CH3:22])[C:16]([CH3:24])([CH3:23])[CH2:15]1)(=O)=O.C(=O)([O-])[O-].[Cs+].[Cs+]. Given the product [Br:1][C:2]1[CH:7]=[CH:6][C:5]([S:8][CH:14]2[CH2:15][C:16]([CH3:23])([CH3:24])[N:17]([CH3:22])[C:18]([CH3:21])([CH3:20])[CH2:19]2)=[CH:4][CH:3]=1, predict the reactants needed to synthesize it.